From a dataset of NCI-60 drug combinations with 297,098 pairs across 59 cell lines. Regression. Given two drug SMILES strings and cell line genomic features, predict the synergy score measuring deviation from expected non-interaction effect. Drug 1: CN1C(=O)N2C=NC(=C2N=N1)C(=O)N. Drug 2: COC1=C2C(=CC3=C1OC=C3)C=CC(=O)O2. Cell line: SF-539. Synergy scores: CSS=0.605, Synergy_ZIP=7.26, Synergy_Bliss=4.53, Synergy_Loewe=-0.366, Synergy_HSA=0.412.